Dataset: Volume of distribution at steady state (VDss) regression data from Lombardo et al.. Task: Regression/Classification. Given a drug SMILES string, predict its absorption, distribution, metabolism, or excretion properties. Task type varies by dataset: regression for continuous measurements (e.g., permeability, clearance, half-life) or binary classification for categorical outcomes (e.g., BBB penetration, CYP inhibition). For this dataset (vdss_lombardo), we predict log10(VDss) (log10 of volume of distribution in L/kg). The molecule is CCOC(=O)C1(c2ccccc2)CCC=CC1[NH+](C)C. The log10(VDss) is 0.600.